This data is from Full USPTO retrosynthesis dataset with 1.9M reactions from patents (1976-2016). The task is: Predict the reactants needed to synthesize the given product. (1) The reactants are: [C:1]([C:3]1[CH:8]=[CH:7][C:6]([CH:9]2[CH2:14][CH2:13][N:12]([C:15]([C:17]3[CH:18]=[CH:19][C:20]([CH3:36])=[C:21]([NH:23][S:24]([C:27]4[CH:35]=[CH:34][CH:33]=[CH:32][C:28]=4[C:29]([OH:31])=O)(=[O:26])=[O:25])[CH:22]=3)=[O:16])[CH2:11][CH2:10]2)=[CH:5][CH:4]=1)#[N:2].[NH:37]1[CH2:42][CH2:41][O:40][CH2:39][CH2:38]1. Given the product [C:1]([C:3]1[CH:4]=[CH:5][C:6]([CH:9]2[CH2:14][CH2:13][N:12]([C:15]([C:17]3[CH:18]=[CH:19][C:20]([CH3:36])=[C:21]([NH:23][S:24]([C:27]4[CH:35]=[CH:34][CH:33]=[CH:32][C:28]=4[C:29]([N:37]4[CH2:42][CH2:41][O:40][CH2:39][CH2:38]4)=[O:31])(=[O:25])=[O:26])[CH:22]=3)=[O:16])[CH2:11][CH2:10]2)=[CH:7][CH:8]=1)#[N:2], predict the reactants needed to synthesize it. (2) Given the product [C:1]([O:5][C:6]([N:8]1[CH2:13][CH2:12][CH:11]([NH:14][CH2:20][C:19]2[CH:22]=[CH:23][C:16]([CH3:15])=[C:17]([CH:24]([CH3:29])[C:25]([F:26])([F:28])[F:27])[CH:18]=2)[CH2:10][CH2:9]1)=[O:7])([CH3:4])([CH3:2])[CH3:3], predict the reactants needed to synthesize it. The reactants are: [C:1]([O:5][C:6]([N:8]1[CH2:13][CH2:12][CH:11]([NH2:14])[CH2:10][CH2:9]1)=[O:7])([CH3:4])([CH3:3])[CH3:2].[CH3:15][C:16]1[CH:23]=[CH:22][C:19]([CH:20]=O)=[CH:18][C:17]=1[CH:24]([CH3:29])[C:25]([F:28])([F:27])[F:26].[BH4-].[Na+].C(O)(=O)C. (3) Given the product [CH3:3][C@@:4]12[C:12](=[O:13])[CH2:11][CH2:10][C@H:9]1[C@@H:8]1[CH2:14][C:15]([C:16]3[CH:17]=[C:18]([OH:19])[CH:20]=[CH:21][C:22]=3[C@H:7]1[CH2:6][CH2:5]2)=[O:27].[CH3:32][O:19][CH3:18], predict the reactants needed to synthesize it. The reactants are: II.[CH3:3][C@@:4]12[C:12](=[O:13])[CH2:11][CH2:10][C@H:9]1[C@@H:8]1[CH2:14][CH2:15][C:16]3[C@@H:22]([C@H:7]1[CH2:6][CH2:5]2)[CH2:21][CH2:20][C:18](=[O:19])[CH:17]=3.O=O.S([O-])([O-])(=[O:27])=S.[Na+].[Na+].[C:32](#N)C. (4) Given the product [F:20][C:14]1[CH:15]=[CH:16][C:17]([F:19])=[CH:18][C:13]=1[C:12]([NH:11][C:7]1[CH:8]=[CH:9][CH:10]=[C:5]([C:3]2[N:49]=[C:47]([NH:46][CH2:45][CH2:44][N:38]3[CH2:39][CH2:40][O:41][CH2:42][CH2:43]3)[S:48][C:2]=2[C:22]2[CH:27]=[CH:26][N:25]=[C:24]([NH:28][C:29]3[CH:34]=[CH:33][C:32]([O:35][CH3:36])=[C:31]([F:37])[CH:30]=3)[N:23]=2)[CH:6]=1)=[O:21], predict the reactants needed to synthesize it. The reactants are: Br[CH:2]([C:22]1[CH:27]=[CH:26][N:25]=[C:24]([NH:28][C:29]2[CH:34]=[CH:33][C:32]([O:35][CH3:36])=[C:31]([F:37])[CH:30]=2)[N:23]=1)[C:3]([C:5]1[CH:6]=[C:7]([NH:11][C:12](=[O:21])[C:13]2[CH:18]=[C:17]([F:19])[CH:16]=[CH:15][C:14]=2[F:20])[CH:8]=[CH:9][CH:10]=1)=O.[N:38]1([CH2:44][CH2:45][NH:46][C:47]([NH2:49])=[S:48])[CH2:43][CH2:42][O:41][CH2:40][CH2:39]1.C(=O)([O-])[O-].[Mg+2]. (5) Given the product [ClH:53].[O:2]=[C:3]1[C:8]2[CH:9]=[C:10]([C:12]3[CH:17]=[CH:16][N:15]=[C:14]([C:39]4[CH:38]=[CH:46][C:45]5[O:69][C:43]([C:47]([OH:49])=[O:48])=[CH:42][C:41]=5[CH:40]=4)[CH:13]=3)[NH:11][C:7]=2[CH2:6][CH2:5][NH:4]1, predict the reactants needed to synthesize it. The reactants are: Cl.[O:2]=[C:3]1[C:8]2[CH:9]=[C:10]([C:12]3[CH:17]=[CH:16][N:15]=[C:14](C4C=C5C(C=C(C(O)=O)N5)=CC=4)[CH:13]=3)[NH:11][C:7]=2[CH2:6][CH2:5][NH:4]1.CC1(C)C(C)(C)OB([C:38]2[CH:46]=[C:45]3[C:41]([CH:42]=[C:43]([C:47]([O:49]CC)=[O:48])N3)=[CH:40][CH:39]=2)O1.[Cl:53]C1C=C(C2NC3CCNC(=[O:69])C=3C=2)C=CN=1.C(=O)([O-])[O-].[Na+].[Na+].[Li+].[OH-].C(=O)([O-])[O-].[Cs+].[Cs+].[OH-].[Na+]. (6) Given the product [OH:27][C:7]1[C:8]2[N:9]([CH:24]=[CH:25][CH:26]=2)[N:10]([CH2:13][C:14]2[CH:23]=[CH:22][C:21]3[C:16](=[CH:17][CH:18]=[CH:19][CH:20]=3)[CH:15]=2)[C:11](=[O:12])[C:6]=1[C:4]([NH:28][CH2:29][C:30]([OH:32])=[O:31])=[O:5], predict the reactants needed to synthesize it. The reactants are: C(O[C:4]([C:6]1[C:11](=[O:12])[N:10]([CH2:13][C:14]2[CH:23]=[CH:22][C:21]3[C:16](=[CH:17][CH:18]=[CH:19][CH:20]=3)[CH:15]=2)[N:9]2[CH:24]=[CH:25][CH:26]=[C:8]2[C:7]=1[OH:27])=[O:5])C.[NH2:28][CH2:29][C:30]([O-:32])=[O:31].[Na+]. (7) Given the product [CH2:19]([C:18]1[C:17](=[O:26])[C:16]2[C:11](=[CH:12][C:13]([Cl:27])=[CH:14][CH:15]=2)[O:10][C:9]=1[CH:5]([NH:4][CH2:3][CH2:2][NH:1][C:46](=[O:45])[C:47]1[CH:39]=[CH:40][C:35]([CH3:42])=[CH:36][CH:37]=1)[CH:6]([CH3:7])[CH3:8])[C:20]1[CH:21]=[CH:22][CH:23]=[CH:24][CH:25]=1, predict the reactants needed to synthesize it. The reactants are: [NH2:1][CH2:2][CH2:3][NH:4][CH:5]([C:9]1[O:10][C:11]2[C:16]([C:17](=[O:26])[C:18]=1[CH2:19][C:20]1[CH:25]=[CH:24][CH:23]=[CH:22][CH:21]=1)=[CH:15][CH:14]=[C:13]([Cl:27])[CH:12]=2)[CH:6]([CH3:8])[CH3:7].C(N(CC)CC)C.[C:35]1([CH3:42])[CH:40]=[CH:39]C(Cl)=[CH:37][CH:36]=1.CC[O:45][CH2:46][CH3:47].